Dataset: Full USPTO retrosynthesis dataset with 1.9M reactions from patents (1976-2016). Task: Predict the reactants needed to synthesize the given product. (1) Given the product [N:14]1[CH:19]=[CH:18][C:17]([C:2]2[C:11]3[C:6](=[CH:7][CH:8]=[C:9]([CH:12]=[O:13])[CH:10]=3)[N:5]=[CH:4][CH:3]=2)=[CH:16][CH:15]=1, predict the reactants needed to synthesize it. The reactants are: Cl[C:2]1[C:11]2[C:6](=[CH:7][CH:8]=[C:9]([CH:12]=[O:13])[CH:10]=2)[N:5]=[CH:4][CH:3]=1.[N:14]1[CH:19]=[CH:18][C:17](B(O)O)=[CH:16][CH:15]=1.C([O-])([O-])=O.[K+].[K+]. (2) Given the product [CH3:1][N:2]([CH3:26])[C:3]([C:5]1[C:6]2[CH2:7][CH2:8][C@H:9]([C:28]3[CH:29]=[CH:30][CH:31]=[CH:32][CH:33]=3)[O:10][C:11]=2[C:12]2[N:16]=[C:15]([CH3:17])[N:14]([CH3:34])[C:13]=2[CH:25]=1)=[O:4], predict the reactants needed to synthesize it. The reactants are: [CH3:1][N:2]([CH3:26])[C:3]([C:5]1[C:6]2[CH2:7][CH2:8][CH2:9][O:10][C:11]=2[C:12]2[N:16]=[C:15]([C:17]3C=CC=C(C)C=3C)[NH:14][C:13]=2[CH:25]=1)=[O:4].C[CH2:28][CH2:29][CH2:30][CH2:31][CH2:32][CH3:33].[CH2:34](O)C.C(NCC)C. (3) Given the product [CH2:14]([N:3]([CH2:1][CH3:2])[C:4]1[N:9]2[N:10]=[C:11]([NH:13][C:17]3[CH:22]=[CH:21][C:20]([N:23]4[CH:27]=[C:26]([CH3:28])[N:25]=[CH:24]4)=[C:19]([O:29][CH3:30])[CH:18]=3)[N:12]=[C:8]2[CH:7]=[CH:6][CH:5]=1)[CH3:15], predict the reactants needed to synthesize it. The reactants are: [CH2:1]([N:3]([CH2:14][CH3:15])[C:4]1[N:9]2[N:10]=[C:11]([NH2:13])[N:12]=[C:8]2[CH:7]=[CH:6][CH:5]=1)[CH3:2].Br[C:17]1[CH:22]=[CH:21][C:20]([N:23]2[CH:27]=[C:26]([CH3:28])[N:25]=[CH:24]2)=[C:19]([O:29][CH3:30])[CH:18]=1.C(Cl)Cl. (4) Given the product [C:19]([NH:22][C:15]([C:5]1[C:4]([CH:1]2[CH2:2][CH2:3]2)=[C:13]2[C:8]([CH:9]=[CH:10][C:11]([CH3:14])=[N:12]2)=[CH:7][CH:6]=1)=[O:17])([CH3:21])([CH3:20])[CH3:18], predict the reactants needed to synthesize it. The reactants are: [CH:1]1([C:4]2[C:5]([C:15]([OH:17])=O)=[CH:6][CH:7]=[C:8]3[C:13]=2[N:12]=[C:11]([CH3:14])[CH:10]=[CH:9]3)[CH2:3][CH2:2]1.[CH3:18][C:19]([NH2:22])([CH3:21])[CH3:20].CN(C(ON1N=NC2C=CC=NC1=2)=[N+](C)C)C.F[P-](F)(F)(F)(F)F. (5) The reactants are: C(OC([N:8]1[CH2:13][CH2:12][CH:11]([N:14]([C:16](=[O:44])[CH:17]([NH:22][C:23](=[O:43])[CH:24]([CH2:37][CH:38]2[CH2:42][CH2:41][CH2:40][CH2:39]2)[CH2:25][N:26]([O:29][CH2:30][C:31]2[CH:36]=[CH:35][CH:34]=[CH:33][CH:32]=2)[CH:27]=[O:28])[C:18]([CH3:21])([CH3:20])[CH3:19])[CH3:15])[CH2:10][CH2:9]1)=O)(C)(C)C.C(O)(=O)C.B(F)(F)F.CCOCC. Given the product [CH2:30]([O:29][N:26]([CH:27]=[O:28])[CH2:25][CH:24]([CH2:37][CH:38]1[CH2:39][CH2:40][CH2:41][CH2:42]1)[C:23]([NH:22][CH:17]([C:18]([CH3:21])([CH3:20])[CH3:19])[C:16]([N:14]([CH3:15])[CH:11]1[CH2:12][CH2:13][NH:8][CH2:9][CH2:10]1)=[O:44])=[O:43])[C:31]1[CH:32]=[CH:33][CH:34]=[CH:35][CH:36]=1, predict the reactants needed to synthesize it. (6) Given the product [CH3:10][O:9][C:7]1[CH:6]=[C:5]([N:11]2[CH:15]=[C:14]([CH:16]=[O:17])[C:13]([CH3:20])=[N:12]2)[CH:4]=[C:3]([O:2][CH3:1])[CH:8]=1, predict the reactants needed to synthesize it. The reactants are: [CH3:1][O:2][C:3]1[CH:4]=[C:5]([N:11]2[CH:15]=[C:14]([C:16](OC)=[O:17])[C:13]([CH3:20])=[N:12]2)[CH:6]=[C:7]([O:9][CH3:10])[CH:8]=1.[H-].[Al+3].[Li+].[H-].[H-].[H-]. (7) Given the product [NH2:45][C@H:46]([C:47]([N:29]1[CH2:28][CH2:27][C:26]([CH2:25][NH:24][C:22](=[O:23])[C:3]2[C:2]([F:1])=[C:7]([S:8][C:9]3[S:13][C:12]([NH:14][C:15]4[CH:20]=[C:19]([CH3:21])[CH:18]=[CH:17][N:16]=4)=[N:11][CH:10]=3)[CH:6]=[CH:5][N:4]=2)([C:32]2[CH:33]=[CH:34][CH:35]=[CH:36][CH:37]=2)[CH2:31][CH2:30]1)=[O:48])[CH2:50][C:51]([OH:53])=[O:52], predict the reactants needed to synthesize it. The reactants are: [F:1][C:2]1[C:3]([C:22]([NH:24][CH2:25][C:26]2([C:32]3[CH:37]=[CH:36][CH:35]=[CH:34][CH:33]=3)[CH2:31][CH2:30][NH:29][CH2:28][CH2:27]2)=[O:23])=[N:4][CH:5]=[CH:6][C:7]=1[S:8][C:9]1[S:13][C:12]([NH:14][C:15]2[CH:20]=[C:19]([CH3:21])[CH:18]=[CH:17][N:16]=2)=[N:11][CH:10]=1.C(OC([NH:45][C@@H:46]([CH2:50][C:51]([OH:53])=[O:52])[C:47](O)=[O:48])=O)(C)(C)C.